From a dataset of Full USPTO retrosynthesis dataset with 1.9M reactions from patents (1976-2016). Predict the reactants needed to synthesize the given product. Given the product [F:16][C:5]1[CH:4]=[CH:3][C:2]([C:22]2[N:26]3[CH:27]=[CH:28][C:29]([C:31]([F:32])([F:33])[F:34])=[N:30][C:25]3=[N:24][CH:23]=2)=[CH:7][C:6]=1[C:8]1[C:9]([C:14]#[N:15])=[N:10][CH:11]=[CH:12][CH:13]=1, predict the reactants needed to synthesize it. The reactants are: Br[C:2]1[CH:3]=[CH:4][C:5]([F:16])=[C:6]([C:8]2[C:9]([C:14]#[N:15])=[N:10][CH:11]=[CH:12][CH:13]=2)[CH:7]=1.C([Sn](CCCC)(CCCC)[C:22]1[N:26]2[CH:27]=[CH:28][C:29]([C:31]([F:34])([F:33])[F:32])=[N:30][C:25]2=[N:24][CH:23]=1)CCC.